This data is from Reaction yield outcomes from USPTO patents with 853,638 reactions. The task is: Predict the reaction yield, written as a fraction of the theoretical maximum amount of product (1.0 means a 100% yield; for example, 0.34 means a 34% yield). (1) The reactants are [CH2:1]1[O:9][C:8]2[CH:7]=[CH:6][C:5]([CH3:10])=[CH:4][C:3]=2[O:2]1.[N+:11]([O-])(O)=O.O. The catalyst is C(O)(=O)C. The product is [CH2:1]1[O:2][C:3]2[CH:4]=[C:5]([CH3:10])[C:6]([NH2:11])=[CH:7][C:8]=2[O:9]1. The yield is 0.870. (2) The reactants are [OH:1][C:2]1[CH:3]=[C:4]([NH:17]C(=O)C)[CH:5]=[CH:6][C:7]=1[C:8]([CH3:16])([CH3:15])[CH2:9][O:10][CH2:11][CH2:12][O:13][CH3:14].Cl.C([O-])([O-])=O.[Na+].[Na+]. No catalyst specified. The product is [CH3:14][O:13][CH2:12][CH2:11][O:10][CH2:9][C:8]([C:7]1[CH:6]=[CH:5][C:4]([NH2:17])=[CH:3][C:2]=1[OH:1])([CH3:16])[CH3:15]. The yield is 0.0600. (3) The reactants are C(O[C:6]([N:8](C)[C@H:9]([C:13]([NH:15][C@H:16]([C:20]([N:22]([C@@H:24]([C@@H:44]([CH3:47])[CH2:45][CH3:46])[C@H:25]([O:42][CH3:43])[CH2:26][C:27]([N:29]1[CH2:33][CH2:32][CH2:31][C@H:30]1[C@H:34]([O:40][CH3:41])[C@H:35]([C:37](O)=[O:38])[CH3:36])=[O:28])[CH3:23])=[O:21])[CH:17]([CH3:19])[CH3:18])=[O:14])[CH:10]([CH3:12])[CH3:11])=O)(C)(C)C.Cl.[NH2:50][C@H:51]([C:59]([NH2:61])=[O:60])[CH2:52][C:53]1[CH:58]=[CH:57][CH:56]=[CH:55][CH:54]=1.N1(OC(N(C)C)=[N+](C)C)[C:66]2N=CC=C[C:65]=2N=N1.F[P-](F)(F)(F)(F)F.F[C:87](F)(F)[C:88]([OH:90])=[O:89]. No catalyst specified. The product is [C:88]([CH2:87][CH2:65][CH2:66][N:8]([CH3:6])[C@H:9]([C:13]([NH:15][C@H:16]([C:20]([N:22]([C@@H:24]([C@@H:44]([CH3:47])[CH2:45][CH3:46])[C@H:25]([O:42][CH3:43])[CH2:26][C:27]([N:29]1[CH2:33][CH2:32][CH2:31][C@H:30]1[C@H:34]([O:40][CH3:41])[C@@H:35]([CH3:36])[C:37]([NH:50][C@@H:51]([CH2:52][C:53]1[CH:58]=[CH:57][CH:56]=[CH:55][CH:54]=1)[C:59]([NH2:61])=[O:60])=[O:38])=[O:28])[CH3:23])=[O:21])[CH:17]([CH3:19])[CH3:18])=[O:14])[CH:10]([CH3:12])[CH3:11])([OH:90])=[O:89]. The yield is 0.960. (4) The reactants are [O:1]=[C:2]1[NH:7][C:6]2[CH:8]=[C:9]([CH2:12][N:13]3[CH2:18][CH2:17][N:16]([C:19]4[CH:27]=[CH:26][C:22]([C:23]([OH:25])=O)=[CH:21][CH:20]=4)[CH2:15][CH2:14]3)[CH:10]=[N:11][C:5]=2[N:4]2[CH2:28][CH2:29][S:30][CH2:31][C@@H:3]12.Cl.[CH2:33]([N:35]=C=NCCCN(C)C)[CH3:34].O.N1(O)C2C=CC=CC=2N=N1.Cl.C(N)C.CN1CCOCC1. The catalyst is CN(C=O)C. The product is [CH2:33]([NH:35][C:23](=[O:25])[C:22]1[CH:26]=[CH:27][C:19]([N:16]2[CH2:17][CH2:18][N:13]([CH2:12][C:9]3[CH:10]=[N:11][C:5]4[N:4]5[CH2:28][CH2:29][S:30][CH2:31][C@H:3]5[C:2](=[O:1])[NH:7][C:6]=4[CH:8]=3)[CH2:14][CH2:15]2)=[CH:20][CH:21]=1)[CH3:34]. The yield is 0.226. (5) The reactants are [C:1]([CH2:3][C:4]([NH2:6])=[O:5])#[N:2].CC([O-])(C)C.[K+].[CH3:13][CH:14]([CH3:20])[CH:15]=[CH:16][C:17](=O)[CH3:18].N#N.O=O. The yield is 0.400. The product is [CH3:18][C:17]1[NH:6][C:4](=[O:5])[C:3]([C:1]#[N:2])=[C:15]([CH:14]([CH3:20])[CH3:13])[CH:16]=1. The catalyst is CS(C)=O.O.Cl.